This data is from Catalyst prediction with 721,799 reactions and 888 catalyst types from USPTO. The task is: Predict which catalyst facilitates the given reaction. (1) Reactant: [Cl:1][C:2]1[CH:3]=[C:4]([CH:9]2[C:18]3[C:13](=[CH:14][C:15]([O:19][CH3:20])=[CH:16][CH:17]=3)[CH2:12][NH:11][CH2:10]2)[CH:5]=[CH:6][C:7]=1[Cl:8].C(N(CC)C(C)C)(C)C.[N+:30]([C:33]1[CH:38]=[CH:37][CH:36]=[CH:35][C:34]=1[S:39](Cl)(=[O:41])=[O:40])([O-:32])=[O:31]. Product: [Cl:1][C:2]1[CH:3]=[C:4]([CH:9]2[C:18]3[C:13](=[CH:14][C:15]([O:19][CH3:20])=[CH:16][CH:17]=3)[CH2:12][N:11]([S:39]([C:34]3[CH:35]=[CH:36][CH:37]=[CH:38][C:33]=3[N+:30]([O-:32])=[O:31])(=[O:40])=[O:41])[CH2:10]2)[CH:5]=[CH:6][C:7]=1[Cl:8]. The catalyst class is: 4. (2) Reactant: [Cl:1][C:2]1[CH:8]=[CH:7][CH:6]=[CH:5][C:3]=1[NH2:4].[Cl:9][CH2:10][C:11](Cl)=[O:12].C(N(CC)C(C)C)(C)C. Product: [Cl:9][CH2:10][C:11]([NH:4][C:3]1[CH:5]=[CH:6][CH:7]=[CH:8][C:2]=1[Cl:1])=[O:12]. The catalyst class is: 4. (3) Reactant: C1(C(=[N:14][C:15]2[CH:24]=[CH:23][C:22]3[C:21]([CH3:26])([OH:25])[CH2:20][CH2:19][CH2:18][C:17]=3[N:16]=2)C2C=CC=CC=2)C=CC=CC=1.Cl. Product: [NH2:14][C:15]1[CH:24]=[CH:23][C:22]2[C:21]([CH3:26])([OH:25])[CH2:20][CH2:19][CH2:18][C:17]=2[N:16]=1. The catalyst class is: 1. (4) Reactant: C([O:3][C:4](=[O:19])[CH2:5][CH2:6][C:7]1[C:15]2[O:14][CH2:13][C:12]([CH3:17])([CH3:16])[C:11]=2[CH:10]=[C:9]([Br:18])[CH:8]=1)C.O.[OH-].[Li+]. Product: [Br:18][C:9]1[CH:8]=[C:7]([CH2:6][CH2:5][C:4]([OH:19])=[O:3])[C:15]2[O:14][CH2:13][C:12]([CH3:17])([CH3:16])[C:11]=2[CH:10]=1. The catalyst class is: 364. (5) Reactant: [CH2:1]([NH:3][C:4]1[CH:9]=[C:8]([F:10])[C:7]([N+:11]([O-:13])=[O:12])=[CH:6][C:5]=1[OH:14])[CH3:2].[Br:15][CH2:16][CH2:17][CH2:18]O.C(P(CCCC)CCCC)CCC.CCOC(/N=N/C(OCC)=O)=O. Product: [Br:15][CH2:16][CH2:17][CH2:18][O:14][C:5]1[CH:6]=[C:7]([N+:11]([O-:13])=[O:12])[C:8]([F:10])=[CH:9][C:4]=1[NH:3][CH2:1][CH3:2]. The catalyst class is: 207. (6) Reactant: [Cl:1][C:2]1[N:7]=[C:6]([C:8](OC)=[O:9])[CH:5]=[C:4]([O:12][CH2:13][CH2:14][O:15][CH3:16])[N:3]=1.C(Cl)Cl.CC(C[AlH]CC(C)C)C. Product: [Cl:1][C:2]1[N:7]=[C:6]([CH:8]=[O:9])[CH:5]=[C:4]([O:12][CH2:13][CH2:14][O:15][CH3:16])[N:3]=1. The catalyst class is: 5. (7) Reactant: C([O:5][C:6](=[O:46])[C:7]([O:10]/[N:11]=[C:12](/[C:33]1[N:34]=[C:35]([NH:38]C(OC(C)(C)C)=O)[S:36][CH:37]=1)\[C:13]([NH:15][C@@H:16]1[C:19](=[O:20])[N:18]([S:21]([OH:24])(=[O:23])=[O:22])[C@@H:17]1[CH2:25][N:26]1[CH2:30][C@@H:29]([CH3:31])[O:28][C:27]1=[O:32])=[O:14])([CH3:9])[CH3:8])(C)(C)C.C(O)(C(F)(F)F)=O. Product: [NH2:38][C:35]1[S:36][CH:37]=[C:33](/[C:12](=[N:11]/[O:10][C:7]([CH3:8])([CH3:9])[C:6]([OH:46])=[O:5])/[C:13]([NH:15][C@@H:16]2[C:19](=[O:20])[N:18]([S:21]([OH:24])(=[O:23])=[O:22])[C@@H:17]2[CH2:25][N:26]2[CH2:30][C@@H:29]([CH3:31])[O:28][C:27]2=[O:32])=[O:14])[N:34]=1. The catalyst class is: 2. (8) Reactant: Cl[C:2]1[CH:7]=[C:6]([C:8]#[N:9])[CH:5]=[CH:4][N:3]=1.O.C(=O)(O)[O-].[Na+].[F:16][C:17]([F:28])([F:27])[C:18]1[CH:23]=[CH:22][C:21](B(O)O)=[CH:20][CH:19]=1. Product: [F:16][C:17]([F:28])([F:27])[C:18]1[CH:23]=[CH:22][C:21]([C:2]2[CH:7]=[C:6]([C:8]#[N:9])[CH:5]=[CH:4][N:3]=2)=[CH:20][CH:19]=1. The catalyst class is: 216. (9) Reactant: [Cl-].[Cl:2][C:3]1[N:12]=[CH:11][CH:10]=[C:9]2[C:4]=1[CH:5]=[C:6]([C:23]1[CH:28]=[CH:27][CH:26]=[CH:25][CH:24]=1)[C:7]([C:13]1[CH:18]=[CH:17][C:16]([C:19]3([NH3+:22])[CH2:21][CH2:20]3)=[CH:15][CH:14]=1)=[N:8]2.CCN(C(C)C)C(C)C.[CH2:38]([O:45][C:46](Cl)=[O:47])[C:39]1[CH:44]=[CH:43][CH:42]=[CH:41][CH:40]=1. Product: [Cl:2][C:3]1[N:12]=[CH:11][CH:10]=[C:9]2[C:4]=1[CH:5]=[C:6]([C:23]1[CH:24]=[CH:25][CH:26]=[CH:27][CH:28]=1)[C:7]([C:13]1[CH:14]=[CH:15][C:16]([C:19]3([NH:22][C:46](=[O:47])[O:45][CH2:38][C:39]4[CH:44]=[CH:43][CH:42]=[CH:41][CH:40]=4)[CH2:20][CH2:21]3)=[CH:17][CH:18]=1)=[N:8]2. The catalyst class is: 2.